Dataset: Forward reaction prediction with 1.9M reactions from USPTO patents (1976-2016). Task: Predict the product of the given reaction. (1) Given the reactants [F:1][C:2]([F:28])([F:27])[C:3]([C:5]1[C:13]2[C:8](=[CH:9][CH:10]=[CH:11][C:12]=2B2OC(C)(C)C(C)(C)O2)[N:7]([CH2:23][CH2:24][O:25][CH3:26])[CH:6]=1)=[O:4].Br[C:30]1[CH:31]=[N:32][CH:33]=[CH:34][CH:35]=1.C([O-])([O-])=O.[Cs+].[Cs+].C(Cl)Cl, predict the reaction product. The product is: [F:28][C:2]([F:27])([F:1])[C:3]([C:5]1[C:13]2[C:8](=[CH:9][CH:10]=[CH:11][C:12]=2[C:30]2[CH:31]=[N:32][CH:33]=[CH:34][CH:35]=2)[N:7]([CH2:23][CH2:24][O:25][CH3:26])[CH:6]=1)=[O:4]. (2) Given the reactants [C:1](=O)([O-])[O-].[K+].[K+].CI.[Br:9][C:10]1[S:14][C:13]([NH:15][C:16](=[O:18])[CH3:17])=[N:12][CH:11]=1.O, predict the reaction product. The product is: [Br:9][C:10]1[S:14][C:13]([N:15]([CH3:1])[C:16](=[O:18])[CH3:17])=[N:12][CH:11]=1. (3) Given the reactants [CH2:1]([N:8]1[CH2:13][CH2:12][N:11]([C:14]([C:16]2[N:17]=[CH:18][N:19]([C@@H:27]3[CH2:32][CH2:31][CH2:30][CH2:29][C@:28]3([CH2:34][O:35][CH3:36])[OH:33])[C:20]=2[C:21]2[CH:26]=[CH:25][CH:24]=[CH:23][CH:22]=2)=[O:15])[C@H:10]([CH2:37][CH2:38][OH:39])[CH2:9]1)[C:2]1[CH:7]=[CH:6][CH:5]=[CH:4][CH:3]=1.[C:40]1(O)[CH:45]=[CH:44][CH:43]=[CH:42][CH:41]=1.C1(P(C2C=CC=CC=2)C2C=CC=CC=2)C=CC=CC=1.CCOC(/N=N/C(OCC)=O)=O, predict the reaction product. The product is: [CH2:1]([N:8]1[CH2:13][CH2:12][N:11]([C:14]([C:16]2[N:17]=[CH:18][N:19]([C@@H:27]3[CH2:32][CH2:31][CH2:30][CH2:29][C@:28]3([CH2:34][O:35][CH3:36])[OH:33])[C:20]=2[C:21]2[CH:26]=[CH:25][CH:24]=[CH:23][CH:22]=2)=[O:15])[C@H:10]([CH2:37][CH2:38][O:39][C:40]2[CH:45]=[CH:44][CH:43]=[CH:42][CH:41]=2)[CH2:9]1)[C:2]1[CH:7]=[CH:6][CH:5]=[CH:4][CH:3]=1. (4) The product is: [CH:37]1([NH:3][C:4]([NH:5][C:6]2[CH:7]=[CH:8][C:9]([C:12]3[N:13]=[C:14]([N:29]4[CH2:34][CH2:33][O:32][CH2:31][C@@H:30]4[CH3:35])[C:15]4[CH2:21][CH2:20][NH:19][CH2:18][C:16]=4[N:17]=3)=[CH:10][CH:11]=2)=[O:36])[CH2:39][CH2:38]1. Given the reactants C([NH:3][C:4](=[O:36])[NH:5][C:6]1[CH:11]=[CH:10][C:9]([C:12]2[N:13]=[C:14]([N:29]3[CH2:34][CH2:33][O:32][CH2:31][C@@H:30]3[CH3:35])[C:15]3[CH2:21][CH2:20][N:19](C(OC(C)(C)C)=O)[CH2:18][C:16]=3[N:17]=2)=[CH:8][CH:7]=1)C.[CH:37]1(NC(NC2C=CC(B3OC(C)(C)C(C)(C)O3)=CC=2)=O)[CH2:39][CH2:38]1.ClC1N=C(N2CCOC[C@@H]2C)C2CCN(C(OC(C)(C)C)=O)CC=2N=1, predict the reaction product. (5) The product is: [Cl:1][C:2]1[CH:7]=[CH:6][CH:5]=[CH:4][C:3]=1[S:8]([NH:11][C:12]1[CH:13]=[C:14]([N:21]2[CH2:22][CH2:23][NH:24][CH2:25][CH2:26]2)[C:15]2[O:19][CH:18]=[CH:17][C:16]=2[CH:20]=1)(=[O:9])=[O:10]. Given the reactants [Cl:1][C:2]1[CH:7]=[CH:6][CH:5]=[CH:4][C:3]=1[S:8]([NH:11][C:12]1[CH:13]=[C:14]([N:21]2[CH2:26][CH2:25][N:24](C(OC(C)(C)C)=O)[CH2:23][CH2:22]2)[C:15]2[O:19][CH:18]=[CH:17][C:16]=2[CH:20]=1)(=[O:10])=[O:9].C(O)(C(F)(F)F)=O, predict the reaction product. (6) Given the reactants [CH3:1][O:2][C:3]1[CH:4]=[C:5]([C:11]2[C:12](=O)[O:13][C:14](O)([CH3:23])[C:15]=2[C:16]2[CH:21]=[CH:20][C:19]([F:22])=[CH:18][CH:17]=2)[CH:6]=[C:7]([O:9][CH3:10])[CH:8]=1.O.[NH2:27][NH2:28], predict the reaction product. The product is: [CH3:1][O:2][C:3]1[CH:4]=[C:5]([C:11]2[C:12](=[O:13])[NH:27][N:28]=[C:14]([CH3:23])[C:15]=2[C:16]2[CH:21]=[CH:20][C:19]([F:22])=[CH:18][CH:17]=2)[CH:6]=[C:7]([O:9][CH3:10])[CH:8]=1.